This data is from Reaction yield outcomes from USPTO patents with 853,638 reactions. The task is: Predict the reaction yield, written as a fraction of the theoretical maximum amount of product (1.0 means a 100% yield; for example, 0.34 means a 34% yield). (1) The reactants are [Br:1][C:2]1[CH:3]=[C:4]2[C:10]([C:11]3[CH:16]=[CH:15][C:14]([OH:17])=[CH:13][CH:12]=3)=[CH:9][NH:8][C:5]2=[N:6][CH:7]=1.[C:18]1([CH3:28])[CH:23]=[CH:22][C:21]([S:24](Cl)(=[O:26])=[O:25])=[CH:20][CH:19]=1.[OH-:29].[K+].[OH-:31].C([N+]([CH2:45][CH2:46][CH2:47][CH3:48])(CCCC)CCCC)CCC. The catalyst is C1(C)C=CC=CC=1.[Br-].[Na+]. The product is [Br:1][C:2]1[CH:3]=[C:4]2[C:10]([C:11]3[CH:16]=[CH:15][C:14]([O:17][S:24]([C:21]4[CH:22]=[CH:23][C:18]([CH3:28])=[CH:19][CH:20]=4)(=[O:26])=[O:25])=[CH:13][CH:12]=3)=[CH:9][N:8]([S:24]([C:21]3[CH:45]=[CH:46][C:47]([CH3:48])=[CH:19][CH:20]=3)(=[O:31])=[O:29])[C:5]2=[N:6][CH:7]=1. The yield is 0.550. (2) The reactants are [C:1]([O:4][CH2:5][CH2:6][CH2:7][O:8][C:9]1[CH:14]=[CH:13][C:12]([C:15](=O)[CH2:16][CH2:17][C:18](O)=[O:19])=[CH:11][C:10]=1[Cl:22])(=[O:3])[CH3:2].O.[NH2:24][NH2:25].C(OCC)(=O)C. The catalyst is C(O)C. The product is [Cl:22][C:10]1[CH:11]=[C:12]([C:15]2[CH2:16][CH2:17][C:18](=[O:19])[NH:25][N:24]=2)[CH:13]=[CH:14][C:9]=1[O:8][CH2:7][CH2:6][CH2:5][O:4][C:1](=[O:3])[CH3:2]. The yield is 0.580. (3) The reactants are [NH4+].[Cl-].CC[N:5](CC)CC.[C:10]([O:14][C:15]([N:17]1[CH2:37][CH2:36][C:20]2([C:25]3=[CH:26][CH:27]=[CH:28][N:24]3[C:23]3[CH:29]=[CH:30][C:31]([C:33]([OH:35])=O)=[CH:32][C:22]=3[O:21]2)[CH2:19][CH2:18]1)=[O:16])([CH3:13])([CH3:12])[CH3:11].CN(C(ON1N=NC2C=CC=NC1=2)=[N+](C)C)C.F[P-](F)(F)(F)(F)F. The catalyst is CN(C=O)C.C(OCC)(=O)C. The product is [C:33]([C:31]1[CH:30]=[CH:29][C:23]2[N:24]3[CH:28]=[CH:27][CH:26]=[C:25]3[C:20]3([CH2:19][CH2:18][N:17]([C:15]([O:14][C:10]([CH3:13])([CH3:12])[CH3:11])=[O:16])[CH2:37][CH2:36]3)[O:21][C:22]=2[CH:32]=1)(=[O:35])[NH2:5]. The yield is 0.890. (4) The reactants are [ClH:1].[OH:2][C:3]([C:35]1[CH:40]=[CH:39][CH:38]=[CH:37][CH:36]=1)([C:29]1[CH:34]=[CH:33][CH:32]=[CH:31][CH:30]=1)[CH:4]1[CH2:9][CH2:8][N:7]([CH2:10][CH2:11][CH2:12][C:13]([C:15]2[CH:20]=[CH:19][C:18]([C:21]([CH3:28])([CH3:27])[C:22]([O:24]CC)=[O:23])=[CH:17][CH:16]=2)=[O:14])[CH2:6][CH2:5]1.[OH-].[Na+].[BH4-].[Na+].Cl. The catalyst is O.CC(C)=O.CO. The product is [OH2:2].[ClH:1].[OH:2][C:3]([C:35]1[CH:36]=[CH:37][CH:38]=[CH:39][CH:40]=1)([C:29]1[CH:30]=[CH:31][CH:32]=[CH:33][CH:34]=1)[CH:4]1[CH2:9][CH2:8][N:7]([CH2:10][CH2:11][CH2:12][CH:13]([C:15]2[CH:20]=[CH:19][C:18]([C:21]([CH3:28])([CH3:27])[C:22]([OH:24])=[O:23])=[CH:17][CH:16]=2)[OH:14])[CH2:6][CH2:5]1. The yield is 0.915.